Dataset: Forward reaction prediction with 1.9M reactions from USPTO patents (1976-2016). Task: Predict the product of the given reaction. (1) The product is: [CH:37]1([N:40]([CH:41]2[CH2:42][CH2:43][N:44]([CH3:47])[CH2:45][CH2:46]2)[C:19](=[O:20])[C:18]2[CH:22]=[CH:23][CH:24]=[C:16]([NH:15][C:11]3[CH:10]=[C:9]([O:8][C:7]4[C:2]([CH3:1])=[N:3][C:4]([CH3:25])=[CH:5][CH:6]=4)[CH:14]=[CH:13][N:12]=3)[CH:17]=2)[CH2:39][CH2:38]1. Given the reactants [CH3:1][C:2]1[C:7]([O:8][C:9]2[CH:14]=[CH:13][N:12]=[C:11]([NH:15][C:16]3[CH:17]=[C:18]([CH:22]=[CH:23][CH:24]=3)[C:19]([O-])=[O:20])[CH:10]=2)=[CH:6][CH:5]=[C:4]([CH3:25])[N:3]=1.[Na+].ON1C2C=CC=CC=2N=N1.[CH:37]1([NH:40][CH:41]2[CH2:46][CH2:45][N:44]([CH3:47])[CH2:43][CH2:42]2)[CH2:39][CH2:38]1.C(=O)([O-])[O-], predict the reaction product. (2) Given the reactants FC(F)(F)S(O[CH2:7][C:8]([F:11])([CH3:10])[CH3:9])(=O)=O.FC[C@@H](C)C[N:18]1[C:30]([CH3:32])([CH3:31])[CH2:29][C:28]2[C:27]3[C:22](=[CH:23][CH:24]=[CH:25][CH:26]=3)[NH:21][C:20]=2[CH:19]1[C:33]1[CH:38]=[CH:37][C:36](/[CH:39]=[CH:40]/[C:41]([OH:43])=[O:42])=[CH:35][CH:34]=1.[CH:45](N(CC)C(C)C)(C)C, predict the reaction product. The product is: [F:11][C:8]([CH3:10])([CH3:9])[CH2:7][N:18]1[C:30]([CH3:32])([CH3:31])[CH2:29][C:28]2[C:27]3[C:22](=[CH:23][CH:24]=[CH:25][CH:26]=3)[NH:21][C:20]=2[CH:19]1[C:33]1[CH:38]=[CH:37][C:36](/[CH:39]=[CH:40]/[C:41]([O:43][CH3:45])=[O:42])=[CH:35][CH:34]=1. (3) Given the reactants F[C:2]1[CH:7]=[CH:6][C:5]([NH:8][C:9]([NH:11][C:12]2[CH:17]=[CH:16][C:15]([O:18][CH:19]([CH3:21])[CH3:20])=[CH:14][CH:13]=2)=[O:10])=[CH:4][C:3]=1[N+:22]([O-:24])=[O:23].[CH2:25]([N:27]1[CH2:31][CH2:30][CH2:29][CH:28]1[CH2:32][NH2:33])[CH3:26], predict the reaction product. The product is: [CH2:25]([N:27]1[CH2:31][CH2:30][CH2:29][CH:28]1[CH2:32][NH:33][C:2]1[CH:7]=[CH:6][C:5]([NH:8][C:9]([NH:11][C:12]2[CH:17]=[CH:16][C:15]([O:18][CH:19]([CH3:21])[CH3:20])=[CH:14][CH:13]=2)=[O:10])=[CH:4][C:3]=1[N+:22]([O-:24])=[O:23])[CH3:26]. (4) Given the reactants [Cl:1][C:2]1[CH:3]=[C:4]([NH:16][C:17]2[C:26]3[C:25]([OH:27])=[CH:24][CH:23]=[CH:22][C:21]=3[N:20]=[CH:19][N:18]=2)[CH:5]=[CH:6][C:7]=1[O:8][CH2:9][C:10]1[CH:15]=[CH:14][CH:13]=[CH:12][N:11]=1.Cl[CH2:29][C:30]([N:32]1[CH2:37][CH2:36][N:35](C(OC(C)(C)C)=O)[CH2:34][CH2:33]1)=[O:31], predict the reaction product. The product is: [Cl:1][C:2]1[CH:3]=[C:4]([NH:16][C:17]2[C:26]3[C:21](=[CH:22][CH:23]=[CH:24][C:25]=3[O:27][CH2:29][C:30](=[O:31])[N:32]3[CH2:37][CH2:36][NH:35][CH2:34][CH2:33]3)[N:20]=[CH:19][N:18]=2)[CH:5]=[CH:6][C:7]=1[O:8][CH2:9][C:10]1[CH:15]=[CH:14][CH:13]=[CH:12][N:11]=1. (5) Given the reactants [CH:1]1[C:10]2[C:5](=[CH:6][CH:7]=[CH:8][CH:9]=2)[CH:4]=[CH:3][C:2]=1[CH2:11][CH2:12][CH2:13][C:14](=[O:16])[CH3:15].[C:17](OCC)(=[O:23])[C:18]([O:20][CH2:21][CH3:22])=[O:19].[O-]CC.[Na+], predict the reaction product. The product is: [CH:1]1[C:10]2[C:5](=[CH:6][CH:7]=[CH:8][CH:9]=2)[CH:4]=[CH:3][C:2]=1[CH2:11][CH2:12][CH2:13][C:14](=[O:16])[CH2:15][C:17](=[O:23])[C:18]([O:20][CH2:21][CH3:22])=[O:19]. (6) Given the reactants [Br:1][C:2]1[CH:3]=[C:4]([CH2:8][CH2:9][NH2:10])[CH:5]=[CH:6][CH:7]=1.N1C(C)=CC=CC=1C.[F:19][C:20]([F:31])([F:30])[C:21](O[C:21](=[O:22])[C:20]([F:31])([F:30])[F:19])=[O:22].O, predict the reaction product. The product is: [Br:1][C:2]1[CH:3]=[C:4]([CH2:8][CH2:9][NH:10][C:21](=[O:22])[C:20]([F:31])([F:30])[F:19])[CH:5]=[CH:6][CH:7]=1.